This data is from Catalyst prediction with 721,799 reactions and 888 catalyst types from USPTO. The task is: Predict which catalyst facilitates the given reaction. (1) Reactant: [CH3:1][N:2]([C:4]([CH2:7][C:8]([CH3:11])([CH3:10])[CH3:9])([CH3:6])[CH3:5])[CH3:3].[CH3:12][Br:13]. Product: [Br-:13].[CH3:3][N+:2]([C:4]([CH2:7][C:8]([CH3:11])([CH3:10])[CH3:9])([CH3:5])[CH3:6])([CH3:12])[CH3:1]. The catalyst class is: 4. (2) Product: [N:4]1([C:8]([C:10]2[CH:11]=[C:12]([Cl:32])[C:13]([O:16][C:17]3[CH:18]=[C:19]([CH:24]=[C:25]([O:27][C@@H:28]([CH3:31])[CH2:29][OH:30])[CH:26]=3)[C:20]([OH:22])=[O:21])=[N:14][CH:15]=2)=[O:9])[CH2:7][CH2:6][CH2:5]1. The catalyst class is: 90. Reactant: O.[OH-].[Li+].[N:4]1([C:8]([C:10]2[CH:11]=[C:12]([Cl:32])[C:13]([O:16][C:17]3[CH:18]=[C:19]([CH:24]=[C:25]([O:27][C@@H:28]([CH3:31])[CH2:29][OH:30])[CH:26]=3)[C:20]([O:22]C)=[O:21])=[N:14][CH:15]=2)=[O:9])[CH2:7][CH2:6][CH2:5]1. (3) Product: [CH3:1][O:2][C:3]([C:5]1[CH:9]=[CH:8][N:7]([CH2:10][CH2:11][CH2:12][C@H:13]([NH:17][C:18](=[O:44])[C@H:19]([CH2:36][C:37]2[CH:42]=[CH:41][CH:40]=[C:39]([CH3:43])[CH:38]=2)[NH:20][C:21](=[O:35])[CH:22]([C:29]2[CH:34]=[CH:33][CH:32]=[CH:31][CH:30]=2)[C:23]2[CH:24]=[CH:25][CH:26]=[CH:27][CH:28]=2)[C:14]([NH2:46])=[O:16])[N:6]=1)=[O:4]. The catalyst class is: 2. Reactant: [CH3:1][O:2][C:3]([C:5]1[CH:9]=[CH:8][N:7]([CH2:10][CH2:11][CH2:12][C@H:13]([NH:17][C:18](=[O:44])[C@H:19]([CH2:36][C:37]2[CH:42]=[CH:41][CH:40]=[C:39]([CH3:43])[CH:38]=2)[NH:20][C:21](=[O:35])[CH:22]([C:29]2[CH:34]=[CH:33][CH:32]=[CH:31][CH:30]=2)[C:23]2[CH:28]=[CH:27][CH:26]=[CH:25][CH:24]=2)[C:14]([OH:16])=O)[N:6]=1)=[O:4].C[N:46]1CCOCC1.ClC(OCC(C)C)=O. (4) Reactant: [F:1][C:2]1[CH:8]=[C:7]([F:9])[CH:6]=[C:5]([F:10])[C:3]=1[NH2:4].C[Si]([N-][Si](C)(C)C)(C)C.[Na+].[F:21][C:22]1[C:23]([CH2:56][CH2:57][N:58]2[CH2:63][CH2:62][CH2:61][CH2:60][CH2:59]2)=[CH:24][C:25]([O:54][CH3:55])=[C:26]([NH:28][C:29]2[N:34]=[C:33]([C:35]3[N:39]4[CH:40]=[CH:41][CH:42]=[CH:43][C:38]4=[N:37][C:36]=3[C:44]3[CH:45]=[C:46]([CH:51]=[CH:52][CH:53]=3)[C:47](OC)=[O:48])[CH:32]=[CH:31][N:30]=2)[CH:27]=1.CO. Product: [F:21][C:22]1[C:23]([CH2:56][CH2:57][N:58]2[CH2:59][CH2:60][CH2:61][CH2:62][CH2:63]2)=[CH:24][C:25]([O:54][CH3:55])=[C:26]([NH:28][C:29]2[N:34]=[C:33]([C:35]3[N:39]4[CH:40]=[CH:41][CH:42]=[CH:43][C:38]4=[N:37][C:36]=3[C:44]3[CH:45]=[C:46]([CH:51]=[CH:52][CH:53]=3)[C:47]([NH:4][C:3]3[C:2]([F:1])=[CH:8][C:7]([F:9])=[CH:6][C:5]=3[F:10])=[O:48])[CH:32]=[CH:31][N:30]=2)[CH:27]=1. The catalyst class is: 1. (5) Reactant: [CH2:1]([N:3]1[C:9](=[O:10])[C:8]([CH3:12])([CH3:11])[C:7](=[O:13])[N:6]([CH3:14])[C:5]2[CH:15]=[C:16]([O:19]CC3C=CC=CC=3)[CH:17]=[CH:18][C:4]1=2)[CH3:2]. Product: [CH2:1]([N:3]1[C:9](=[O:10])[C:8]([CH3:12])([CH3:11])[C:7](=[O:13])[N:6]([CH3:14])[C:5]2[CH:15]=[C:16]([OH:19])[CH:17]=[CH:18][C:4]1=2)[CH3:2]. The catalyst class is: 349. (6) Reactant: [CH3:1][O:2][C:3]1[CH:12]=[C:11]2[C:6]([N:7]=[CH:8][C:9](=[O:29])[N:10]2[CH2:13][CH2:14][N:15]2[CH2:20][CH2:19][CH:18]([NH:21]C(=O)OC(C)(C)C)[CH2:17][CH2:16]2)=[CH:5][CH:4]=1.FC(F)(F)C(O)=O. Product: [NH2:21][CH:18]1[CH2:17][CH2:16][N:15]([CH2:14][CH2:13][N:10]2[C:11]3[C:6](=[CH:5][CH:4]=[C:3]([O:2][CH3:1])[CH:12]=3)[N:7]=[CH:8][C:9]2=[O:29])[CH2:20][CH2:19]1. The catalyst class is: 22. (7) The catalyst class is: 43. Product: [F:38][C:36]([F:37])([F:39])[C:33]1[CH:32]=[CH:31][C:30]([C:27]2[O:26][C:25]([C:22]3[CH:21]=[C:10]([C:11]([OH:13])=[O:12])[C:9]([OH:8])=[CH:24][CH:23]=3)=[CH:29][CH:28]=2)=[CH:35][CH:34]=1. Reactant: C([O:8][C:9]1[CH:24]=[CH:23][C:22]([C:25]2[O:26][C:27]([C:30]3[CH:35]=[CH:34][C:33]([C:36]([F:39])([F:38])[F:37])=[CH:32][CH:31]=3)=[CH:28][CH:29]=2)=[CH:21][C:10]=1[C:11]([O:13]CC1C=CC=CC=1)=[O:12])C1C=CC=CC=1.O1CCCC1. (8) Reactant: [Cl:1][C:2]1[CH:26]=[CH:25][C:5]([CH2:6][CH:7]([C:16]([C:18]2[CH:23]=[CH:22][CH:21]=[C:20]([Cl:24])[CH:19]=2)=[O:17])[CH:8]([C:14]#[N:15])[C:9]([O:11][CH2:12][CH3:13])=[O:10])=[CH:4][CH:3]=1. The catalyst class is: 67. Product: [NH2:15][C:14]1[O:17][C:16]([C:18]2[CH:23]=[CH:22][CH:21]=[C:20]([Cl:24])[CH:19]=2)=[C:7]([CH2:6][C:5]2[CH:4]=[CH:3][C:2]([Cl:1])=[CH:26][CH:25]=2)[C:8]=1[C:9]([O:11][CH2:12][CH3:13])=[O:10].